Dataset: Forward reaction prediction with 1.9M reactions from USPTO patents (1976-2016). Task: Predict the product of the given reaction. (1) The product is: [OH:16][C:14]1[CH:15]=[C:2]([O:1][CH2:22][CH:24]2[CH2:25][O:26]2)[CH:3]=[C:4]2[C:13]=1[C:12](=[O:17])[C:11]1[C:6](=[CH:7][CH:8]=[C:9]3[CH:21]=[CH:20][CH:19]=[CH:18][C:10]3=1)[O:5]2. Given the reactants [OH:1][C:2]1[CH:3]=[C:4]2[C:13](=[C:14]([OH:16])[CH:15]=1)[C:12](=[O:17])[C:11]1[C:6](=[CH:7][CH:8]=[C:9]3[CH:21]=[CH:20][CH:19]=[CH:18][C:10]3=1)[O:5]2.[CH2:22]([CH:24]1[O:26][CH2:25]1)Cl, predict the reaction product. (2) Given the reactants [Cl:1][C:2]1[CH:7]=[CH:6][C:5]([OH:8])=[CH:4][C:3]=1[N+:9]([O-:11])=[O:10].[H-].[Na+].[CH2:14](Br)[CH:15]=[CH2:16], predict the reaction product. The product is: [Cl:1][C:2]1[CH:7]=[CH:6][C:5]([O:8][CH:14]=[CH:15][CH3:16])=[CH:4][C:3]=1[N+:9]([O-:11])=[O:10]. (3) Given the reactants [Br:1][C:2]1[CH:3]=[CH:4][C:5]([NH:8][NH:9][C:10](=O)[C:11]2[CH:16]=[CH:15][CH:14]=[CH:13][C:12]=2[Cl:17])=[N:6][CH:7]=1, predict the reaction product. The product is: [Br:1][C:2]1[CH:3]=[CH:4][C:5]2[N:6]([C:10]([C:11]3[CH:16]=[CH:15][CH:14]=[CH:13][C:12]=3[Cl:17])=[N:9][N:8]=2)[CH:7]=1. (4) Given the reactants [F:1][C:2]1[CH:3]=[C:4]([CH:20]=[C:21]([CH3:23])[CH:22]=1)[C:5]([C@@H:7]1[CH2:12][CH2:11][CH2:10][N:9]([C:13]([O:15][C:16]([CH3:19])([CH3:18])[CH3:17])=[O:14])[CH2:8]1)=[O:6].[BH4-].[Na+], predict the reaction product. The product is: [F:1][C:2]1[CH:3]=[C:4]([C@H:5]([OH:6])[C@@H:7]2[CH2:12][CH2:11][CH2:10][N:9]([C:13]([O:15][C:16]([CH3:18])([CH3:17])[CH3:19])=[O:14])[CH2:8]2)[CH:20]=[C:21]([CH3:23])[CH:22]=1. (5) Given the reactants [NH2:1][C:2]1[CH:9]=[CH:8][CH:7]=[CH:6][C:3]=1[CH2:4][NH2:5].Cl[C:11]([O:13]CC)=[O:12], predict the reaction product. The product is: [CH2:4]([NH:5][C:11](=[O:12])[OH:13])[CH3:3].[CH2:2]([NH:1][C:11](=[O:12])[OH:13])[CH3:3].[NH2:1][C:2]1[CH:9]=[CH:8][CH:7]=[CH:6][C:3]=1[CH2:4][NH2:5].